From a dataset of Forward reaction prediction with 1.9M reactions from USPTO patents (1976-2016). Predict the product of the given reaction. Given the reactants [N:1]1([C:6]2[CH:22]=[CH:21][C:9]([CH2:10][CH:11]3[C:16](=[O:17])[O:15]C(C)(C)[O:13][C:12]3=[O:20])=[CH:8][CH:7]=2)[CH:5]=[CH:4][CH:3]=[N:2]1.[OH-].[Na+], predict the reaction product. The product is: [N:1]1([C:6]2[CH:7]=[CH:8][C:9]([CH2:10][CH:11]([C:12]([OH:20])=[O:13])[C:16]([OH:17])=[O:15])=[CH:21][CH:22]=2)[CH:5]=[CH:4][CH:3]=[N:2]1.